Regression. Given a peptide amino acid sequence and an MHC pseudo amino acid sequence, predict their binding affinity value. This is MHC class I binding data. From a dataset of Peptide-MHC class I binding affinity with 185,985 pairs from IEDB/IMGT. (1) The MHC is HLA-B57:01 with pseudo-sequence HLA-B57:01. The binding affinity (normalized) is 0.229. The peptide sequence is LASSLLRNDV. (2) The peptide sequence is LAPEKGWLS. The MHC is Mamu-A01 with pseudo-sequence Mamu-A01. The binding affinity (normalized) is 0.506. (3) The peptide sequence is EYRKILRQR. The MHC is HLA-A02:06 with pseudo-sequence HLA-A02:06. The binding affinity (normalized) is 0.